Task: Predict the product of the given reaction.. Dataset: Forward reaction prediction with 1.9M reactions from USPTO patents (1976-2016) (1) Given the reactants [C:1]([C:5]1[CH:10]=[C:9]([OH:11])[CH:8]=[C:7]([C:12]2[C:13]([OH:23])=[C:14]([C:19]([CH3:22])([CH3:21])[CH3:20])[CH:15]=[C:16]([OH:18])[CH:17]=2)[C:6]=1[OH:24])([CH3:4])([CH3:3])[CH3:2].N1C=CC=CC=1.[S:31](O[S:31]([C:34]([F:37])([F:36])[F:35])(=[O:33])=[O:32])([C:34]([F:37])([F:36])[F:35])(=[O:33])=[O:32], predict the reaction product. The product is: [F:35][C:34]([F:37])([F:36])[S:31]([O:11][C:9]1[CH:8]=[C:7]([C:12]2[C:13]([OH:23])=[C:14]([C:19]([CH3:22])([CH3:21])[CH3:20])[CH:15]=[C:16]([O:18][S:31]([C:34]([F:35])([F:36])[F:37])(=[O:32])=[O:33])[CH:17]=2)[C:6]([OH:24])=[C:5]([C:1]([CH3:4])([CH3:2])[CH3:3])[CH:10]=1)(=[O:33])=[O:32]. (2) Given the reactants [Br:1][C:2]1[C:3]([O:12][C:13]2[CH:22]=[CH:21][CH:20]=[C:19]3[C:14]=2[CH:15]=[CH:16][CH:17]=[N:18]3)=[CH:4][C:5]([NH:8][C:9]([NH2:11])=[S:10])=[N:6][CH:7]=1.Cl[CH2:24][C:25](=O)[CH3:26].C(N(CC)CC)C, predict the reaction product. The product is: [Br:1][C:2]1[C:3]([O:12][C:13]2[CH:22]=[CH:21][CH:20]=[C:19]3[C:14]=2[CH:15]=[CH:16][CH:17]=[N:18]3)=[CH:4][C:5]([NH:8][C:9]2[S:10][CH:24]=[C:25]([CH3:26])[N:11]=2)=[N:6][CH:7]=1.